Dataset: Forward reaction prediction with 1.9M reactions from USPTO patents (1976-2016). Task: Predict the product of the given reaction. (1) Given the reactants C([S:8][C:9]1[CH:10]=[C:11]2[C:16](=[CH:17][CH:18]=1)[C:15]([C:19]1[CH:24]=[C:23]([F:25])[C:22]([Br:26])=[CH:21][C:20]=1[O:27][CH3:28])=[N:14][N:13]=[CH:12]2)C1C=CC=CC=1.ClN1C(C)(C)C(=[O:37])N(Cl)C1=O.[F:40][C:41]1[C:46]([F:47])=[C:45]([F:48])[C:44]([F:49])=[C:43]([F:50])[C:42]=1[OH:51].C(N(CC)CC)C.[OH2:59], predict the reaction product. The product is: [Br:26][C:22]1[C:23]([F:25])=[CH:24][C:19]([C:15]2[C:16]3[C:11](=[CH:10][C:9]([S:8]([O:51][C:42]4[C:41]([F:40])=[C:46]([F:47])[C:45]([F:48])=[C:44]([F:49])[C:43]=4[F:50])(=[O:37])=[O:59])=[CH:18][CH:17]=3)[CH:12]=[N:13][N:14]=2)=[C:20]([O:27][CH3:28])[CH:21]=1. (2) Given the reactants CCCC[N+](CCCC)(CCCC)CCCC.[F-].[CH3:19][N:20]([CH3:55])[C:21]1[CH:26]=[CH:25][C:24]([C:27]2[CH:32]=[CH:31][C:30]([C@@:33]3([O:51][CH3:52])[CH2:37][N:36](C(OCC[Si](C)(C)C)=O)[C@H:35]([C:47]([O:49][CH3:50])=[O:48])[CH2:34]3)=[CH:29][CH:28]=2)=[C:23]([CH:53]=[CH2:54])[CH:22]=1, predict the reaction product. The product is: [CH3:55][N:20]([CH3:19])[C:21]1[CH:26]=[CH:25][C:24]([C:27]2[CH:28]=[CH:29][C:30]([C@@:33]3([O:51][CH3:52])[CH2:37][NH:36][C@H:35]([C:47]([O:49][CH3:50])=[O:48])[CH2:34]3)=[CH:31][CH:32]=2)=[C:23]([CH:53]=[CH2:54])[CH:22]=1.